The task is: Predict the reactants needed to synthesize the given product.. This data is from Full USPTO retrosynthesis dataset with 1.9M reactions from patents (1976-2016). (1) Given the product [ClH:3].[Cl:3][C:4]1[C:5]([O:43][CH2:42][CH2:41][OH:44])=[N:6][CH:7]=[C:8]([CH:35]=1)[C:9]([NH:11][C:12]1[S:13][C:14]([N:23]2[CH2:28][CH2:27][N:26]([CH:29]3[CH2:34][CH2:33][CH2:32][CH2:31][CH2:30]3)[CH2:25][CH2:24]2)=[C:15]([C:17]2[S:18][CH:19]=[C:20]([Cl:22])[CH:21]=2)[N:16]=1)=[O:10], predict the reactants needed to synthesize it. The reactants are: [H-].[Na+].[Cl:3][C:4]1[C:5](Cl)=[N:6][CH:7]=[C:8]([CH:35]=1)[C:9]([NH:11][C:12]1[S:13][C:14]([N:23]2[CH2:28][CH2:27][N:26]([CH:29]3[CH2:34][CH2:33][CH2:32][CH2:31][CH2:30]3)[CH2:25][CH2:24]2)=[C:15]([C:17]2[S:18][CH:19]=[C:20]([Cl:22])[CH:21]=2)[N:16]=1)=[O:10].C(Cl)(Cl)Cl.[CH2:41]([OH:44])[CH2:42][OH:43]. (2) Given the product [CH:11]1([NH:17][C:18]([CH:20]2[CH2:21][CH2:22][N:23]([CH2:8][C:4]3[CH:5]=[N:6][CH:7]=[C:2]([Br:1])[CH:3]=3)[CH2:24][CH2:25]2)=[O:19])[CH2:12][CH2:13][CH2:14][CH2:15][CH2:16]1, predict the reactants needed to synthesize it. The reactants are: [Br:1][C:2]1[CH:3]=[C:4]([CH:8]=O)[CH:5]=[N:6][CH:7]=1.Cl.[CH:11]1([NH:17][C:18]([CH:20]2[CH2:25][CH2:24][NH:23][CH2:22][CH2:21]2)=[O:19])[CH2:16][CH2:15][CH2:14][CH2:13][CH2:12]1. (3) Given the product [C:18]([O:10][OH:11])([C:12]1[CH:17]=[CH:16][CH:15]=[CH:14][CH:13]=1)([CH3:20])[CH3:19], predict the reactants needed to synthesize it. The reactants are: ClC1C=CC=C(C([O:10][OH:11])=O)C=1.[C:12]1([CH:18]([CH3:20])[CH3:19])[CH:17]=[CH:16][CH:15]=[CH:14][CH:13]=1. (4) Given the product [Cl:19][C:15]1[CH:14]=[C:13]([NH:12][C:4]2[C:5]3[S:10](=[O:11])[CH2:9][CH2:8][C:6]=3[N:7]=[C:2]([N:32]3[CH2:33][CH2:34][N:29]([C:26]4[CH:25]=[CH:24][C:23]([N+:20]([O-:22])=[O:21])=[CH:28][CH:27]=4)[CH2:30][CH2:31]3)[N:3]=2)[CH:18]=[CH:17][CH:16]=1, predict the reactants needed to synthesize it. The reactants are: Cl[C:2]1[N:3]=[C:4]([NH:12][C:13]2[CH:18]=[CH:17][CH:16]=[C:15]([Cl:19])[CH:14]=2)[C:5]2[S:10](=[O:11])[CH2:9][CH2:8][C:6]=2[N:7]=1.[N+:20]([C:23]1[CH:28]=[CH:27][C:26]([N:29]2[CH2:34][CH2:33][NH:32][CH2:31][CH2:30]2)=[CH:25][CH:24]=1)([O-:22])=[O:21].C(N(C(C)C)CC)(C)C.O. (5) Given the product [CH2:1]([N:5]1[C:14]2[C:9](=[CH:10][CH:11]=[CH:12][N:13]=2)[C:8]([C:15]2[CH:20]=[CH:19][CH:18]=[C:17]([O:21][CH3:22])[CH:16]=2)=[C:7]([C:23](=[O:25])[NH2:31])[C:6]1=[O:28])[CH2:2][CH2:3][CH3:4], predict the reactants needed to synthesize it. The reactants are: [CH2:1]([N:5]1[C:14]2[C:9](=[CH:10][CH:11]=[CH:12][N:13]=2)[C:8]([C:15]2[CH:20]=[CH:19][CH:18]=[C:17]([O:21][CH3:22])[CH:16]=2)=[C:7]([C:23]([O:25]CC)=O)[C:6]1=[O:28])[CH2:2][CH2:3][CH3:4].C([NH2:31])=O.C[O-].[Na+].CO. (6) Given the product [CH2:1]([O:8][C:9]1[CH:10]=[C:11]([B:16]2[O:20][C:19]([CH3:22])([CH3:21])[C:18]([CH3:24])([CH3:23])[O:17]2)[CH:12]=[CH:13][CH:14]=1)[C:2]1[CH:7]=[CH:6][CH:5]=[CH:4][CH:3]=1, predict the reactants needed to synthesize it. The reactants are: [CH2:1]([O:8][C:9]1[CH:14]=[CH:13][CH:12]=[C:11](Br)[CH:10]=1)[C:2]1[CH:7]=[CH:6][CH:5]=[CH:4][CH:3]=1.[B:16]1([B:16]2[O:20][C:19]([CH3:22])([CH3:21])[C:18]([CH3:24])([CH3:23])[O:17]2)[O:20][C:19]([CH3:22])([CH3:21])[C:18]([CH3:24])([CH3:23])[O:17]1.C([O-])(=O)C.[K+]. (7) Given the product [NH2:1][C:4]1[CH:13]=[C:12]2[C:7]([C:8]([O:21][CH2:22][CH2:23][CH2:24][N:25]3[CH2:26][CH2:27][CH2:28][CH2:29][CH2:30]3)=[C:9]([C:15]3[CH:16]=[CH:17][CH:18]=[CH:19][CH:20]=3)[NH:10][C:11]2=[O:14])=[CH:6][CH:5]=1, predict the reactants needed to synthesize it. The reactants are: [N+:1]([C:4]1[CH:13]=[C:12]2[C:7]([C:8]([O:21][CH2:22][CH2:23][CH2:24][N:25]3[CH2:30][CH2:29][CH2:28][CH2:27][CH2:26]3)=[C:9]([C:15]3[CH:20]=[CH:19][CH:18]=[CH:17][CH:16]=3)[NH:10][C:11]2=[O:14])=[CH:6][CH:5]=1)([O-])=O.C1CCCCC=1. (8) Given the product [Cl:1][C:2]1[CH:7]=[CH:6][C:5]([NH:8][CH:9]2[CH2:12][NH:11][CH2:10]2)=[C:4]([N+:20]([O-:22])=[O:21])[CH:3]=1, predict the reactants needed to synthesize it. The reactants are: [Cl:1][C:2]1[CH:7]=[CH:6][C:5]([NH:8][CH:9]2[CH2:12][N:11](C(OC(C)(C)C)=O)[CH2:10]2)=[C:4]([N+:20]([O-:22])=[O:21])[CH:3]=1.FC(F)(F)C(O)=O.